From a dataset of Catalyst prediction with 721,799 reactions and 888 catalyst types from USPTO. Predict which catalyst facilitates the given reaction. (1) Reactant: [C:1]([OH:4])(=[O:3])[CH3:2].[CH3:5][C:6]1[N:7]=[C:8]2[CH:16]=[CH:15][CH:14]=[CH:13][N:9]2[C:10](=[O:12])[CH:11]=1.[Br:17]Br. Product: [C:1]([OH:4])(=[O:3])[CH3:2].[Br:17][C:11]1[C:10](=[O:12])[N:9]2[CH:13]=[CH:14][CH:15]=[CH:16][C:8]2=[N:7][C:6]=1[CH3:5]. The catalyst class is: 15. (2) Reactant: [Br-].[Br:2]CC1C=CC(CN2C(SC)=C3SC([C:16]4[C@H:17](C)[C@@H:18]5[C@@H:35]([C@H](O)C)[C:34](=[O:39])[N:19]5[C:20]=4[C:21]([O:23]CC4C=CC([N+]([O-])=O)=CC=4)=[O:22])=C[N+]3=C2)=CC=1. Product: [Br-:2].[CH2:17]1[C@@H:18]2[CH2:35][C:34](=[O:39])[N:19]2[C:20]([C:21]([O-:23])=[O:22])=[CH:16]1. The catalyst class is: 17. (3) Reactant: [NH2:1][C:2]1[N:7]=[CH:6][C:5]([C:8]2[CH:9]=[N:10][N:11]([C@@H:13]3[CH2:17][NH:16][C@@H:15]([C:18]([OH:20])=O)[CH2:14]3)[CH:12]=2)=[CH:4][C:3]=1[C:21]1[S:22][C:23]2[CH:29]=[CH:28][CH:27]=[CH:26][C:24]=2[N:25]=1.[CH3:30][NH:31][CH3:32].CN(C(ON1N=NC2C=CC=CC1=2)=[N+](C)C)C.[B-](F)(F)(F)F.CCN(C(C)C)C(C)C. Product: [CH3:30][N:31]([CH3:32])[C:18]([C@H:15]1[CH2:14][C@H:13]([N:11]2[CH:12]=[C:8]([C:5]3[CH:6]=[N:7][C:2]([NH2:1])=[C:3]([C:21]4[S:22][C:23]5[CH:29]=[CH:28][CH:27]=[CH:26][C:24]=5[N:25]=4)[CH:4]=3)[CH:9]=[N:10]2)[CH2:17][NH:16]1)=[O:20]. The catalyst class is: 3. (4) Reactant: Cl.[Cl:2][C:3]1[CH:4]=[C:5]([NH:9]N)[CH:6]=[CH:7][CH:8]=1.Br[CH2:12][CH2:13][CH:14]1[CH2:19][CH2:18][CH2:17][CH2:16][CH2:15]1.C(N(CC)CC)C.Cl.[CH3:28][N:29]1[CH2:34][CH2:33][C:32](=O)[CH2:31][CH2:30]1. Product: [Cl:2][C:3]1[C:4]2[C:31]3[CH2:30][N:29]([CH3:28])[CH2:34][CH2:33][C:32]=3[N:9]([CH2:12][CH2:13][CH:14]3[CH2:19][CH2:18][CH2:17][CH2:16][CH2:15]3)[C:5]=2[CH:6]=[CH:7][CH:8]=1.[Cl:2][C:3]1[CH:8]=[CH:7][C:6]2[C:31]3[CH2:30][N:29]([CH3:28])[CH2:34][CH2:33][C:32]=3[N:9]([CH2:12][CH2:13][CH:14]3[CH2:19][CH2:18][CH2:17][CH2:16][CH2:15]3)[C:5]=2[CH:4]=1. The catalyst class is: 8. (5) Reactant: [Cl:1][C:2]1[CH:3]=[C:4]([C@H:9]([NH:13][C:14](=[O:20])[O:15][C:16]([CH3:19])([CH3:18])[CH3:17])[CH2:10][CH2:11]I)[CH:5]=[CH:6][C:7]=1[Cl:8].[C-:21]#[N:22].[Na+].O. Product: [C:21]([CH2:11][CH2:10][C@@H:9]([NH:13][C:14](=[O:20])[O:15][C:16]([CH3:19])([CH3:18])[CH3:17])[C:4]1[CH:5]=[CH:6][C:7]([Cl:8])=[C:2]([Cl:1])[CH:3]=1)#[N:22]. The catalyst class is: 16. (6) Reactant: [CH3:1][O:2][C:3]([CH:5]1[CH2:10][CH2:9][CH2:8][NH:7][NH:6]1)=[O:4].[CH3:11][S:12][C:13]1[N:18]=[C:17]([C:19](Cl)=[O:20])[CH:16]=[CH:15][N:14]=1.C(N(CC)CC)C.Cl. Product: [CH3:1][O:2][C:3]([CH:5]1[CH2:10][CH2:9][CH2:8][N:7]([C:19]([C:17]2[CH:16]=[CH:15][N:14]=[C:13]([S:12][CH3:11])[N:18]=2)=[O:20])[NH:6]1)=[O:4]. The catalyst class is: 2. (7) Reactant: [CH3:1][C:2]1[C@@H:19]([O:20][C:21]([C@H:23]([OH:40])[C@@H:24]([NH:31][C:32]([C:34]2[CH:35]=[CH:36][CH:37]=[CH:38][CH:39]=2)=[O:33])[C:25]2[CH:26]=[CH:27][CH:28]=[CH:29][CH:30]=2)=[O:22])[CH2:18][C@:14]2([OH:41])[C:15]([CH3:17])([CH3:16])[C:3]=1[C@@H:4]([O:59][C:60]([CH3:62])=[O:61])[C:5]([C@@:7]1([CH3:58])[C@H:12]([C@@H:13]2[O:42][C:43]([C:45]2[CH:46]=[CH:47][CH:48]=[CH:49][CH:50]=2)=[O:44])[C@:11]2([O:53][C:54]([CH3:56])=[O:55])[CH2:51][O:52][C@@H:10]2[CH2:9][C@@H:8]1[OH:57])=[O:6].[C:63]1(=[O:69])[O:68][C:66](=[O:67])[CH2:65][CH2:64]1. Product: [CH3:1][C:2]1[C@@H:19]([O:20][C:21]([C@H:23]([O:40][C:63]([CH2:64][CH2:65][C:66]([OH:68])=[O:67])=[O:69])[C@@H:24]([NH:31][C:32]([C:34]2[CH:39]=[CH:38][CH:37]=[CH:36][CH:35]=2)=[O:33])[C:25]2[CH:26]=[CH:27][CH:28]=[CH:29][CH:30]=2)=[O:22])[CH2:18][C@:14]2([OH:41])[C:15]([CH3:16])([CH3:17])[C:3]=1[C@@H:4]([O:59][C:60]([CH3:62])=[O:61])[C:5]([C@@:7]1([CH3:58])[C@H:12]([C@@H:13]2[O:42][C:43]([C:45]2[CH:50]=[CH:49][CH:48]=[CH:47][CH:46]=2)=[O:44])[C@:11]2([O:53][C:54]([CH3:56])=[O:55])[CH2:51][O:52][C@@H:10]2[CH2:9][C@@H:8]1[OH:57])=[O:6]. The catalyst class is: 377. (8) Reactant: [O:1]([C:8]1[CH:13]=[CH:12][C:11]([C:14]2[C:22]3[C:21]([NH2:23])=[N:20][CH:19]=[N:18][C:17]=3[NH:16][CH:15]=2)=[CH:10][CH:9]=1)[C:2]1[CH:7]=[CH:6][CH:5]=[CH:4][CH:3]=1.[H-].[Na+].[CH:26]([S:29](Cl)(=[O:31])=[O:30])([CH3:28])[CH3:27].O. Product: [CH:26]([S:29]([N:16]1[C:17]2[N:18]=[CH:19][N:20]=[C:21]([NH2:23])[C:22]=2[C:14]([C:11]2[CH:10]=[CH:9][C:8]([O:1][C:2]3[CH:7]=[CH:6][CH:5]=[CH:4][CH:3]=3)=[CH:13][CH:12]=2)=[CH:15]1)(=[O:31])=[O:30])([CH3:28])[CH3:27]. The catalyst class is: 9. (9) Reactant: [C:1]([NH:9][C:10]1[CH:11]=[C:12]([CH:18]=[CH:19][N:20]=1)[C:13]([O:15]CC)=[O:14])(=[O:8])[C:2]1[CH:7]=[CH:6][CH:5]=[CH:4][CH:3]=1.O.[OH-].[Li+]. Product: [C:1]([NH:9][C:10]1[CH:11]=[C:12]([CH:18]=[CH:19][N:20]=1)[C:13]([OH:15])=[O:14])(=[O:8])[C:2]1[CH:3]=[CH:4][CH:5]=[CH:6][CH:7]=1. The catalyst class is: 30.